Dataset: Peptide-MHC class I binding affinity with 185,985 pairs from IEDB/IMGT. Task: Regression. Given a peptide amino acid sequence and an MHC pseudo amino acid sequence, predict their binding affinity value. This is MHC class I binding data. (1) The peptide sequence is LAKSVFNSL. The MHC is HLA-A02:06 with pseudo-sequence HLA-A02:06. The binding affinity (normalized) is 0.0992. (2) The peptide sequence is NKDGFLYVY. The MHC is HLA-A26:01 with pseudo-sequence HLA-A26:01. The binding affinity (normalized) is 0.116. (3) The peptide sequence is TSCLETMEVV. The MHC is Mamu-A02 with pseudo-sequence Mamu-A02. The binding affinity (normalized) is 0.187. (4) The peptide sequence is ILGETAWDF. The MHC is HLA-A24:02 with pseudo-sequence HLA-A24:02. The binding affinity (normalized) is 0.303. (5) The MHC is HLA-B42:01 with pseudo-sequence HLA-B42:01. The peptide sequence is PLRPMTYR. The binding affinity (normalized) is 0.362. (6) The peptide sequence is IRILQRALF. The MHC is Mamu-B17 with pseudo-sequence Mamu-B17. The binding affinity (normalized) is 0.0786. (7) The peptide sequence is LLYAHINAL. The MHC is HLA-B08:01 with pseudo-sequence HLA-B08:01. The binding affinity (normalized) is 0.970.